Task: Predict which catalyst facilitates the given reaction.. Dataset: Catalyst prediction with 721,799 reactions and 888 catalyst types from USPTO (1) Reactant: Cl.Cl.[NH2:3][C@@H:4]1[C:18](=[O:19])[N:17]2[CH2:20][C@H:21]([O:23][C:24]3[C:33]4[C:28](=[C:29]([CH3:36])[C:30]([O:34][CH3:35])=[CH:31][CH:32]=4)[N:27]=[C:26]([C:37]4[S:38][CH:39]=[C:40]([CH:42]([CH3:44])[CH3:43])[N:41]=4)[CH:25]=3)[CH2:22][C@H:16]2[C:15](=[O:45])[NH:14][C@:13]2([C:47]([NH:49][S:50]([CH:53]3[CH2:55][CH2:54]3)(=[O:52])=[O:51])=[O:48])[CH2:46][C@H:12]2[CH:11]=[CH:10][CH2:9][CH2:8][CH2:7][CH2:6][CH2:5]1.C(N(CC)C(C)C)(C)C.ClC(Cl)(O[C:69](=[O:75])OC(Cl)(Cl)Cl)Cl.[CH:77]1([N:82]2[CH2:87][CH2:86][NH:85][CH2:84][CH2:83]2)[CH2:81][CH2:80][CH2:79][CH2:78]1. Product: [CH:77]1([N:82]2[CH2:83][CH2:84][N:85]([C:69]([NH:3][C@@H:4]3[C:18](=[O:19])[N:17]4[CH2:20][C@H:21]([O:23][C:24]5[C:33]6[C:28](=[C:29]([CH3:36])[C:30]([O:34][CH3:35])=[CH:31][CH:32]=6)[N:27]=[C:26]([C:37]6[S:38][CH:39]=[C:40]([CH:42]([CH3:43])[CH3:44])[N:41]=6)[CH:25]=5)[CH2:22][C@H:16]4[C:15](=[O:45])[NH:14][C@:13]4([C:47]([NH:49][S:50]([CH:53]5[CH2:54][CH2:55]5)(=[O:51])=[O:52])=[O:48])[CH2:46][C@H:12]4[CH:11]=[CH:10][CH2:9][CH2:8][CH2:7][CH2:6][CH2:5]3)=[O:75])[CH2:86][CH2:87]2)[CH2:78][CH2:79][CH2:80][CH2:81]1. The catalyst class is: 68. (2) Reactant: [CH:1]1([C:4]2[C:5]([CH3:25])=[CH:6][C:7]([N+:22]([O-])=O)=[C:8]([NH:10][CH2:11][CH2:12][CH2:13][CH2:14][CH2:15][CH2:16][C:17]([O:19][CH2:20][CH3:21])=[O:18])[CH:9]=2)[CH2:3][CH2:2]1. Product: [NH2:22][C:7]1[CH:6]=[C:5]([CH3:25])[C:4]([CH:1]2[CH2:3][CH2:2]2)=[CH:9][C:8]=1[NH:10][CH2:11][CH2:12][CH2:13][CH2:14][CH2:15][CH2:16][C:17]([O:19][CH2:20][CH3:21])=[O:18]. The catalyst class is: 470. (3) Reactant: [CH3:1][C:2]1[C:10]([O:11][C@H:12]2[CH2:17][CH2:16][C@H:15]([N:18]3[CH2:22][CH2:21][CH2:20][CH2:19]3)[CH2:14][CH2:13]2)=[CH:9][CH:8]=[C:7]2[C:3]=1[CH:4]=[N:5][N:6]2C1CCCCO1.Cl.O1CCOCC1. Product: [CH3:1][C:2]1[C:10]([O:11][C@H:12]2[CH2:13][CH2:14][C@H:15]([N:18]3[CH2:22][CH2:21][CH2:20][CH2:19]3)[CH2:16][CH2:17]2)=[CH:9][CH:8]=[C:7]2[C:3]=1[CH:4]=[N:5][NH:6]2. The catalyst class is: 32. (4) Reactant: [F:1][C:2]1[C:7]([O:8][CH3:9])=[CH:6][C:5]([O:10][CH3:11])=[C:4]([F:12])[C:3]=1[N:13]1[CH2:22][C:21]2[CH:20]=[N:19][C:18]3[N:23](COCC[Si](C)(C)C)[CH:24]=[CH:25][C:17]=3[C:16]=2[C:15]2([CH2:38][CH2:37][N:36]([CH3:39])[CH2:35][CH2:34]2)[C:14]1=[O:40].C(O)(C(F)(F)F)=O. Product: [F:12][C:4]1[C:5]([O:10][CH3:11])=[CH:6][C:7]([O:8][CH3:9])=[C:2]([F:1])[C:3]=1[N:13]1[CH2:22][C:21]2[CH:20]=[N:19][C:18]3[NH:23][CH:24]=[CH:25][C:17]=3[C:16]=2[C:15]2([CH2:38][CH2:37][N:36]([CH3:39])[CH2:35][CH2:34]2)[C:14]1=[O:40]. The catalyst class is: 2. (5) Reactant: [NH2:1][CH2:2][CH2:3][NH:4][C:5]([C:7]1[CH:8]=[C:9]([CH:38]=[CH:39][CH:40]=1)[C:10]([CH2:12][NH:13][CH2:14][CH2:15][N:16]1[CH2:21][CH2:20][CH:19]([O:22][C:23](=[O:37])[NH:24][C:25]2[CH:30]=[CH:29][CH:28]=[CH:27][C:26]=2[C:31]2[CH:36]=[CH:35][CH:34]=[CH:33][CH:32]=2)[CH2:18][CH2:17]1)=[O:11])=[O:6].[OH:41][C:42]1[CH:49]=[CH:48][C:45]([CH:46]=O)=[CH:44][CH:43]=1.[BH-](OC(C)=O)(OC(C)=O)OC(C)=O.[Na+]. Product: [OH:41][C:42]1[CH:49]=[CH:48][C:45]([CH2:46][NH:1][CH2:2][CH2:3][NH:4][C:5]([C:7]2[CH:8]=[C:9]([CH:38]=[CH:39][CH:40]=2)[C:10]([CH2:12][NH:13][CH2:14][CH2:15][N:16]2[CH2:21][CH2:20][CH:19]([O:22][C:23](=[O:37])[NH:24][C:25]3[CH:30]=[CH:29][CH:28]=[CH:27][C:26]=3[C:31]3[CH:36]=[CH:35][CH:34]=[CH:33][CH:32]=3)[CH2:18][CH2:17]2)=[O:11])=[O:6])=[CH:44][CH:43]=1. The catalyst class is: 5. (6) The catalyst class is: 5. Product: [C:1]([N:5]1[C:9]([Cl:10])=[C:8]([CH2:11][OH:12])[C:7]([C:13]([F:14])([F:16])[F:15])=[N:6]1)([CH3:4])([CH3:2])[CH3:3]. Reactant: [C:1]([N:5]1[C:9]([Cl:10])=[C:8]([CH:11]=[O:12])[C:7]([C:13]([F:16])([F:15])[F:14])=[N:6]1)([CH3:4])([CH3:3])[CH3:2].[BH4-].[Na+].O.C(OCC)(=O)C.